Regression/Classification. Given a drug SMILES string, predict its absorption, distribution, metabolism, or excretion properties. Task type varies by dataset: regression for continuous measurements (e.g., permeability, clearance, half-life) or binary classification for categorical outcomes (e.g., BBB penetration, CYP inhibition). Dataset: cyp3a4_veith. From a dataset of CYP3A4 inhibition data for predicting drug metabolism from PubChem BioAssay. (1) The molecule is C=CC1=C(C(=O)O)N2C(=O)[C@@H](NC(=O)/C(=N\OCC(=O)O)c3csc(N)n3)[C@@H]2SC1. The result is 0 (non-inhibitor). (2) The drug is Cc1ccc(C)c(NC(=O)C2C3CCCC2C3c2ccccc2)c1. The result is 0 (non-inhibitor). (3) The molecule is CCOc1ccc(-c2nn(-c3ccccc3)cc2/C=C2\SC(N)=NC2=O)cc1C. The result is 0 (non-inhibitor). (4) The molecule is CC(=O)NNC(=O)CCC(=O)Nc1ccccc1. The result is 0 (non-inhibitor). (5) The result is 0 (non-inhibitor). The molecule is Cc1cccc(C)c1OC[C@H](C)N. (6) The drug is O=C(c1cccc(F)c1)N1CCC2(CC1)CN(c1ccncc1)C2. The result is 0 (non-inhibitor). (7) The drug is COc1ccccc1NC(=O)c1sc2ncn(Cc3ccccc3C)c(=O)c2c1C. The result is 1 (inhibitor).